From a dataset of Reaction yield outcomes from USPTO patents with 853,638 reactions. Predict the reaction yield, written as a fraction of the theoretical maximum amount of product (1.0 means a 100% yield; for example, 0.34 means a 34% yield). (1) No catalyst specified. The reactants are Cl.C(OCC)(=O)C.[C:8]12([NH:18][C:19](=[O:32])[CH2:20][N:21](C(OC(C)(C)C)=O)[CH2:22][CH2:23][CH3:24])[CH2:17][CH:12]3[CH2:13][CH:14]([CH2:16][CH:10]([CH2:11]3)[CH2:9]1)[CH2:15]2. The yield is 0.950. The product is [C:8]12([NH:18][C:19](=[O:32])[CH2:20][NH:21][CH2:22][CH2:23][CH3:24])[CH2:17][CH:12]3[CH2:11][CH:10]([CH2:16][CH:14]([CH2:13]3)[CH2:15]1)[CH2:9]2. (2) The reactants are C(NC(C)C)(C)C.C([Li])CCC.[CH:13]1([C:18]([O:20][CH3:21])=[O:19])[CH2:17][CH2:16][CH2:15][CH2:14]1.[Br:22][CH2:23][CH2:24][CH2:25][CH2:26]Br. The catalyst is C1COCC1. The product is [CH3:21][O:20][C:18]([C:13]1([CH2:26][CH2:25][CH2:24][CH2:23][Br:22])[CH2:17][CH2:16][CH2:15][CH2:14]1)=[O:19]. The yield is 0.480. (3) The reactants are [CH3:1][O:2][C:3]1[CH:4]=[C:5]2[C:10](=[CH:11][C:12]=1[O:13][CH3:14])[N:9]=[CH:8][N:7]=[C:6]2[O:15][C:16]1[CH:22]=[CH:21][C:19]([NH2:20])=[C:18]([N+:23]([O-:25])=[O:24])[CH:17]=1.ClC(Cl)(O[C:30](=[O:36])OC(Cl)(Cl)Cl)Cl.[C:38]([C:42]1[CH:54]=[CH:53][C:45]([CH2:46][N:47]2[CH2:51][CH2:50][CH:49]([NH2:52])[CH2:48]2)=[CH:44][CH:43]=1)([CH3:41])([CH3:40])[CH3:39].C(=O)([O-])O.[Na+]. The catalyst is C(N(CC)CC)C.C(Cl)(Cl)Cl. The product is [C:38]([C:42]1[CH:54]=[CH:53][C:45]([CH2:46][N:47]2[CH2:51][CH2:50][CH:49]([NH:52][C:30]([NH:20][C:19]3[CH:21]=[CH:22][C:16]([O:15][C:6]4[C:5]5[C:10](=[CH:11][C:12]([O:13][CH3:14])=[C:3]([O:2][CH3:1])[CH:4]=5)[N:9]=[CH:8][N:7]=4)=[CH:17][C:18]=3[N+:23]([O-:25])=[O:24])=[O:36])[CH2:48]2)=[CH:44][CH:43]=1)([CH3:41])([CH3:39])[CH3:40]. The yield is 0.220. (4) The reactants are [Cl:1][C:2]1[N:7]=[CH:6][C:5]([S:8]([N:11]([C:15]2[CH:20]=[CH:19][CH:18]=[CH:17][CH:16]=2)CC=C)(=[O:10])=[O:9])=[CH:4][CH:3]=1.C[N+]1([O-])CC[O:25]CC1.CCCCCC.[CH2:35]1C[O:38][CH2:37][CH2:36]1. The catalyst is CC(O)(C)C.O.O=[Os](=O)(=O)=O. The product is [Cl:1][C:2]1[N:7]=[CH:6][C:5]([S:8]([N:11]([CH2:35][CH:36]([OH:25])[CH2:37][OH:38])[C:15]2[CH:20]=[CH:19][CH:18]=[CH:17][CH:16]=2)(=[O:10])=[O:9])=[CH:4][CH:3]=1. The yield is 0.800. (5) The product is [NH2:13][C:14]1[C:15]2[C:22]([C:23]([C:25]3[CH:26]=[C:27]([NH:31][S:9]([C:3]4[CH:4]=[CH:5][C:6]([F:8])=[CH:7][C:2]=4[Cl:1])(=[O:11])=[O:10])[CH:28]=[CH:29][CH:30]=3)=[O:24])=[CH:21][N:20]([CH:32]3[CH2:33][CH2:34][CH2:35][CH2:36]3)[C:16]=2[N:17]=[CH:18][N:19]=1. The yield is 0.250. The catalyst is N1C=CC=CC=1. The reactants are [Cl:1][C:2]1[CH:7]=[C:6]([F:8])[CH:5]=[CH:4][C:3]=1[S:9](Cl)(=[O:11])=[O:10].[NH2:13][C:14]1[C:15]2[C:22]([C:23]([C:25]3[CH:30]=[CH:29][CH:28]=[C:27]([NH2:31])[CH:26]=3)=[O:24])=[CH:21][N:20]([CH:32]3[CH2:36][CH2:35][CH2:34][CH2:33]3)[C:16]=2[N:17]=[CH:18][N:19]=1. (6) The reactants are [Cl:1][C:2]1[CH:3]=[C:4](/[N:9]=[C:10]2\SC[N:13]\2[C:14](=O)[CH2:15][CH:16]([CH3:18])[CH3:17])[CH:5]=[C:6]([Cl:8])[CH:7]=1.[NH2:20][NH2:21]. The catalyst is C(#N)C. The product is [Cl:8][C:6]1[CH:5]=[C:4]([NH:9][C:10]2[N:13]=[C:14]([CH2:15][CH:16]([CH3:17])[CH3:18])[NH:21][N:20]=2)[CH:3]=[C:2]([Cl:1])[CH:7]=1. The yield is 0.780.